Dataset: Reaction yield outcomes from USPTO patents with 853,638 reactions. Task: Predict the reaction yield, written as a fraction of the theoretical maximum amount of product (1.0 means a 100% yield; for example, 0.34 means a 34% yield). (1) The yield is 0.630. The catalyst is CO. The reactants are [CH:1]([C:3]1[S:31][C:6]2[N:7]=[C:8]([C@@H:18]3[CH2:22][C@H:21]([CH3:23])[CH2:20][N:19]3[C:24]([O:26][C:27]([CH3:30])([CH3:29])[CH3:28])=[O:25])[N:9]([CH2:10][O:11][CH2:12][CH2:13][Si:14]([CH3:17])([CH3:16])[CH3:15])[C:5]=2[CH:4]=1)=O.[C:32]([O-])([O-])=O.[K+].[K+]. The product is [C:1]([C:3]1[S:31][C:6]2[N:7]=[C:8]([C@@H:18]3[CH2:22][C@H:21]([CH3:23])[CH2:20][N:19]3[C:24]([O:26][C:27]([CH3:28])([CH3:29])[CH3:30])=[O:25])[N:9]([CH2:10][O:11][CH2:12][CH2:13][Si:14]([CH3:16])([CH3:17])[CH3:15])[C:5]=2[CH:4]=1)#[CH:32]. (2) The reactants are [NH2:1][C:2]1[C:7]([C:8]([O:10][CH3:11])=[O:9])=[C:6]([F:12])[C:5]([C:13]2[C:14]([CH3:19])=[N:15][O:16][C:17]=2[CH3:18])=[CH:4][CH:3]=1.F[B-](F)(F)F.O=[N+:26]=O.[OH-].[Na+]. The catalyst is C(O)(C(F)(F)F)=O.C(O)C. The product is [CH3:11][O:10][C:8](=[O:9])[C:7]1[C:6]([F:12])=[C:5]([C:13]2[C:14]([CH3:19])=[N:15][O:16][C:17]=2[CH3:18])[CH:4]=[C:3]([NH2:26])[C:2]=1[NH2:1]. The yield is 0.410. (3) The catalyst is C1COCC1. The product is [Cl:13][C:14]1[CH:19]=[CH:18][N:17]=[C:16]([O:10][C:3]2[CH:4]=[C:5]([Cl:9])[C:6]([Cl:8])=[CH:7][C:2]=2[NH2:1])[CH:15]=1. The yield is 0.450. The reactants are [NH2:1][C:2]1[CH:7]=[C:6]([Cl:8])[C:5]([Cl:9])=[CH:4][C:3]=1[OH:10].[H-].[Na+].[Cl:13][C:14]1[CH:19]=[CH:18][N:17]=[C:16](F)[CH:15]=1. (4) The reactants are [OH:1][CH:2]([C:19]1[CH:24]=[CH:23][CH:22]=[C:21]([O:25][CH3:26])[CH:20]=1)[CH2:3][O:4][C:5]1[CH:18]=[CH:17][C:8]([CH:9]=[C:10]2[S:14][C:13](=[O:15])[NH:12][C:11]2=[O:16])=[CH:7][CH:6]=1.N1C=CC=CC=1C1C=CC=CN=1.[BH4-].[Na+].[BH4-]. The catalyst is C1COCC1.[Co](Cl)Cl.CC(O)=O.O. The product is [OH:1][CH:2]([C:19]1[CH:24]=[CH:23][CH:22]=[C:21]([O:25][CH3:26])[CH:20]=1)[CH2:3][O:4][C:5]1[CH:18]=[CH:17][C:8]([CH2:9][CH:10]2[S:14][C:13](=[O:15])[NH:12][C:11]2=[O:16])=[CH:7][CH:6]=1. The yield is 0.740. (5) The reactants are [F:1][C:2]1[CH:8]=[CH:7][CH:6]=[C:4]([OH:5])[C:3]=1[OH:9].[OH-].[Na+].[CH2:12](O)[CH3:13].Br[CH2:16][CH3:17]. The catalyst is ClCCl. The product is [CH2:16]([O:5][C:4]1[CH:6]=[CH:7][CH:8]=[C:2]([F:1])[C:3]=1[O:9][CH2:12][CH3:13])[CH3:17]. The yield is 0.810. (6) The product is [Cl:1][C:2]1[C:28]([F:29])=[CH:27][CH:26]=[C:25]([F:30])[C:3]=1[CH2:4][N:5]1[C:10](=[O:11])[CH2:9][NH:8][C:7]2[N:12]=[CH:13][C:14]([C:16]3[CH:17]=[CH:18][C:19]([C:20]([N:35]4[CH2:36][CH2:37][N:32]([CH3:31])[CH2:33][CH2:34]4)=[O:22])=[CH:23][CH:24]=3)=[CH:15][C:6]1=2. The yield is 0.450. The reactants are [Cl:1][C:2]1[C:28]([F:29])=[CH:27][CH:26]=[C:25]([F:30])[C:3]=1[CH2:4][N:5]1[C:10](=[O:11])[CH2:9][NH:8][C:7]2[N:12]=[CH:13][C:14]([C:16]3[CH:24]=[CH:23][C:19]([C:20]([OH:22])=O)=[CH:18][CH:17]=3)=[CH:15][C:6]1=2.[CH3:31][N:32]1[CH2:37][CH2:36][NH:35][CH2:34][CH2:33]1. No catalyst specified.